Dataset: Reaction yield outcomes from USPTO patents with 853,638 reactions. Task: Predict the reaction yield, written as a fraction of the theoretical maximum amount of product (1.0 means a 100% yield; for example, 0.34 means a 34% yield). (1) The reactants are [CH3:1][O:2][C:3](=[O:27])[NH:4][CH:5]([C:9](=[O:26])[NH:10][C:11]1([C:14]2[NH:15][C:16]([C:19]3[CH:24]=[CH:23][C:22](Br)=[CH:21][CH:20]=3)=[CH:17][N:18]=2)[CH2:13][CH2:12]1)[CH:6]([CH3:8])[CH3:7].[B:28]1([B:28]2[O:32][C:31]([CH3:34])([CH3:33])[C:30]([CH3:36])([CH3:35])[O:29]2)[O:32][C:31]([CH3:34])([CH3:33])[C:30]([CH3:36])([CH3:35])[O:29]1.CC([O-])=O.[K+]. The catalyst is O1CCOCC1.C1C=CC([P]([Pd]([P](C2C=CC=CC=2)(C2C=CC=CC=2)C2C=CC=CC=2)([P](C2C=CC=CC=2)(C2C=CC=CC=2)C2C=CC=CC=2)[P](C2C=CC=CC=2)(C2C=CC=CC=2)C2C=CC=CC=2)(C2C=CC=CC=2)C2C=CC=CC=2)=CC=1. The product is [CH3:1][O:2][C:3](=[O:27])[NH:4][CH:5]([C:9](=[O:26])[NH:10][C:11]1([C:14]2[NH:15][C:16]([C:19]3[CH:24]=[CH:23][C:22]([B:28]4[O:32][C:31]([CH3:34])([CH3:33])[C:30]([CH3:36])([CH3:35])[O:29]4)=[CH:21][CH:20]=3)=[CH:17][N:18]=2)[CH2:13][CH2:12]1)[CH:6]([CH3:8])[CH3:7]. The yield is 0.810. (2) The reactants are C1(C)C=CC=CC=1.[C:8]1([S:14]([N:17]2[CH:21]=[C:20](Br)[C:19]([C:23]3[CH:24]=[N:25][CH:26]=[CH:27][CH:28]=3)=[N:18]2)(=[O:16])=[O:15])[CH:13]=[CH:12][CH:11]=[CH:10][CH:9]=1.[F:29][C:30]1[CH:31]=[C:32](/[CH:36]=[CH:37]/B(O)O)[CH:33]=[CH:34][CH:35]=1.[O-]P([O-])([O-])=O.[K+].[K+].[K+]. The catalyst is C(OCC)(=O)C.CC([O-])=O.CC([O-])=O.[Pd+2].COC1C=CC=C(OC)C=1C1C=CC=CC=1P(C1CCCCC1)C1CCCCC1. The product is [C:8]1([S:14]([N:17]2[CH:21]=[C:20]([CH:37]=[CH:36][C:32]3[CH:33]=[CH:34][CH:35]=[C:30]([F:29])[CH:31]=3)[C:19]([C:23]3[CH:24]=[N:25][CH:26]=[CH:27][CH:28]=3)=[N:18]2)(=[O:16])=[O:15])[CH:13]=[CH:12][CH:11]=[CH:10][CH:9]=1. The yield is 0.730. (3) The product is [NH2:1][C:2]1[S:3][C:4]([N:12]2[CH2:21][CH2:20][C:15](=[O:16])[CH2:14][CH2:13]2)=[C:5]([C:7]2[O:8][CH:9]=[CH:10][CH:11]=2)[N:6]=1. The yield is 0.180. The catalyst is C1COCC1. The reactants are [NH2:1][C:2]1[S:3][C:4]([N:12]2[CH2:21][CH2:20][C:15]3(OCC[O:16]3)[CH2:14][CH2:13]2)=[C:5]([C:7]2[O:8][CH:9]=[CH:10][CH:11]=2)[N:6]=1.Cl.C(=O)([O-])O.[Na+]. (4) The reactants are Br[C:2]1[C:3](=[O:17])[C:4]([CH3:16])([CH3:15])[O:5][C:6]=1[C:7]1[CH:12]=[CH:11][C:10]([O:13][CH3:14])=[CH:9][CH:8]=1.CC1(C)C(C)(C)OB([C:26]2[CH:43]=[CH:42][C:29]([O:30][CH2:31][C:32]3[CH:41]=[CH:40][C:39]4[C:34](=[CH:35][CH:36]=[CH:37][CH:38]=4)[N:33]=3)=[CH:28][CH:27]=2)O1.C([O-])([O-])=O.[Cs+].[Cs+]. The catalyst is C1(C)C=CC=CC=1.O.C1C=CC(P(C2C=CC=CC=2)[C-]2C=CC=C2)=CC=1.C1C=CC(P(C2C=CC=CC=2)[C-]2C=CC=C2)=CC=1.Cl[Pd]Cl.[Fe+2]. The product is [CH3:14][O:13][C:10]1[CH:11]=[CH:12][C:7]([C:6]2[O:5][C:4]([CH3:16])([CH3:15])[C:3](=[O:17])[C:2]=2[C:26]2[CH:27]=[CH:28][C:29]([O:30][CH2:31][C:32]3[CH:41]=[CH:40][C:39]4[C:34](=[CH:35][CH:36]=[CH:37][CH:38]=4)[N:33]=3)=[CH:42][CH:43]=2)=[CH:8][CH:9]=1. The yield is 0.740. (5) The reactants are C(C1C=CC(C(C)(CCCCC(=O)CCCCC(C2C=CC(CC(C)C)=CC=2)(C)C(O)=O)C(O)=O)=CC=1)C(C)C.C([O:43][C:44](=[O:74])[C:45]([CH3:73])([C:67]1[CH:72]=[CH:71][CH:70]=[CH:69][CH:68]=1)[CH2:46][CH2:47][CH2:48][C:49](=[O:66])[CH2:50][CH2:51][CH2:52][C:53]([CH3:65])([C:59]1[CH:64]=[CH:63][CH:62]=[CH:61][CH:60]=1)[C:54]([O:56]CC)=[O:55])C.[OH-].[K+]. The catalyst is O.C(O)C. The product is [CH3:65][C:53]([C:59]1[CH:60]=[CH:61][CH:62]=[CH:63][CH:64]=1)([CH2:52][CH2:51][CH2:50][C:49](=[O:66])[CH2:48][CH2:47][CH2:46][C:45]([CH3:73])([C:67]1[CH:68]=[CH:69][CH:70]=[CH:71][CH:72]=1)[C:44]([OH:74])=[O:43])[C:54]([OH:56])=[O:55]. The yield is 0.310. (6) The reactants are [CH:1]1([NH2:5])[CH2:4][CH2:3][CH2:2]1.[F:6][C:7]1[CH:8]=[C:9]([C:13]2[C:17]([C:18]3[N:19]=[CH:20][N:21]([C:23]4[CH:24]=[C:25]([CH:29]=[CH:30][CH:31]=4)[C:26](O)=[O:27])[CH:22]=3)=[C:16]([CH3:32])[O:15][N:14]=2)[CH:10]=[CH:11][CH:12]=1. No catalyst specified. The product is [CH:1]1([NH:5][C:26](=[O:27])[C:25]2[CH:29]=[CH:30][CH:31]=[C:23]([N:21]3[CH:22]=[C:18]([C:17]4[C:13]([C:9]5[CH:10]=[CH:11][CH:12]=[C:7]([F:6])[CH:8]=5)=[N:14][O:15][C:16]=4[CH3:32])[N:19]=[CH:20]3)[CH:24]=2)[CH2:4][CH2:3][CH2:2]1. The yield is 0.380.